Task: Binary Classification. Given a T-cell receptor sequence (or CDR3 region) and an epitope sequence, predict whether binding occurs between them.. Dataset: TCR-epitope binding with 47,182 pairs between 192 epitopes and 23,139 TCRs (1) The epitope is FVDGVPFVV. The TCR CDR3 sequence is CASSLSGGSPLHF. Result: 1 (the TCR binds to the epitope). (2) The epitope is HTTDPSFLGRY. Result: 1 (the TCR binds to the epitope). The TCR CDR3 sequence is CSIVGGSTDTQYF. (3) The epitope is FRYMNSQGL. The TCR CDR3 sequence is CSARSEVGNTIYF. Result: 0 (the TCR does not bind to the epitope). (4) Result: 1 (the TCR binds to the epitope). The epitope is VVYRGTTTY. The TCR CDR3 sequence is CASSWTDQETQYF. (5) The epitope is VVYRGTTTY. The TCR CDR3 sequence is CASSYRGNTEAFF. Result: 0 (the TCR does not bind to the epitope).